From a dataset of Forward reaction prediction with 1.9M reactions from USPTO patents (1976-2016). Predict the product of the given reaction. (1) Given the reactants [F:1][C:2]1[CH:3]=[C:4]([NH2:8])[CH:5]=[CH:6][CH:7]=1.ClC1C=C([N:16]2N=[N:19][C:18]([C:21]([OH:23])=[O:22])=[N:17]2)C=CC=1, predict the reaction product. The product is: [F:1][C:2]1[CH:3]=[C:4]([N:8]2[N:16]=[N:17][C:18]([C:21]([OH:23])=[O:22])=[N:19]2)[CH:5]=[CH:6][CH:7]=1. (2) Given the reactants N[C:2]1[CH:7]=[CH:6][CH:5]=[CH:4][CH:3]=1.N(OC(C)(C)C)=O.C[Si]([N:19]=[N+:20]=[N-:21])(C)C.[CH2:22]([NH:24][C:25]([NH:27][C:28]1[S:29][C:30]2[C:36]([C:37]#[CH:38])=[CH:35][C:34]([C:39]3[CH:40]=[N:41][C:42]([N:45]4[CH2:50][CH2:49][C:48]([CH3:56])([C:51]([O:53][CH2:54][CH3:55])=[O:52])[CH2:47][CH2:46]4)=[N:43][CH:44]=3)=[CH:33][C:31]=2[N:32]=1)=[O:26])[CH3:23].O=C1O[C@H]([C@H](CO)O)C([O-])=C1O.[Na+], predict the reaction product. The product is: [CH2:22]([NH:24][C:25]([NH:27][C:28]1[S:29][C:30]2[C:36]([C:37]3[N:19]=[N:20][N:21]([C:2]4[CH:7]=[CH:6][CH:5]=[CH:4][CH:3]=4)[CH:38]=3)=[CH:35][C:34]([C:39]3[CH:44]=[N:43][C:42]([N:45]4[CH2:46][CH2:47][C:48]([CH3:56])([C:51]([O:53][CH2:54][CH3:55])=[O:52])[CH2:49][CH2:50]4)=[N:41][CH:40]=3)=[CH:33][C:31]=2[N:32]=1)=[O:26])[CH3:23].